Dataset: Forward reaction prediction with 1.9M reactions from USPTO patents (1976-2016). Task: Predict the product of the given reaction. (1) Given the reactants [Cl:1][C:2]1[CH:7]=[C:6]([C:8](OCC)=[O:9])[CH:5]=[C:4]([Cl:13])[C:3]=1[NH:14][C:15](=[O:30])[C:16]1[CH:21]=[CH:20][C:19]([O:22][CH3:23])=[C:18]([O:24][CH:25]2[CH2:29][CH2:28][CH2:27][CH2:26]2)[CH:17]=1.[BH4-].[Li+], predict the reaction product. The product is: [Cl:1][C:2]1[CH:7]=[C:6]([CH2:8][OH:9])[CH:5]=[C:4]([Cl:13])[C:3]=1[NH:14][C:15](=[O:30])[C:16]1[CH:21]=[CH:20][C:19]([O:22][CH3:23])=[C:18]([O:24][CH:25]2[CH2:26][CH2:27][CH2:28][CH2:29]2)[CH:17]=1. (2) Given the reactants [O:1]=[CH:2][CH2:3][C@H:4]1[CH2:15][CH2:14][C:13]2[S:12][C:11]3[N:10]=[CH:9][N:8]=[C:7]([NH:16][CH:17]4[CH2:22][CH2:21][CH:20]([NH:23][C:24](=[O:30])[O:25][C:26]([CH3:29])([CH3:28])[CH3:27])[CH2:19][CH2:18]4)[C:6]=3[C:5]1=2.[CH3:31][Mg+].[Br-], predict the reaction product. The product is: [OH:1][CH:2]([CH3:31])[CH2:3][C@H:4]1[CH2:15][CH2:14][C:13]2[S:12][C:11]3[N:10]=[CH:9][N:8]=[C:7]([NH:16][CH:17]4[CH2:18][CH2:19][CH:20]([NH:23][C:24](=[O:30])[O:25][C:26]([CH3:27])([CH3:29])[CH3:28])[CH2:21][CH2:22]4)[C:6]=3[C:5]1=2. (3) Given the reactants [CH:1]1([CH2:4][N:5]2[CH2:10][CH2:9][CH:8]([C:11]([N:13]3[CH2:17][CH:16]([NH:18][CH3:19])[CH:15]([C:20]4[CH:25]=[CH:24][C:23]([Cl:26])=[C:22]([Cl:27])[CH:21]=4)[CH2:14]3)=[O:12])[CH2:7][CH2:6]2)[CH2:3][CH2:2]1.[F:28][C:29]1[CH:30]=[C:31]([CH2:36][C:37]([OH:39])=O)[CH:32]=[CH:33][C:34]=1[F:35], predict the reaction product. The product is: [CH:1]1([CH2:4][N:5]2[CH2:6][CH2:7][CH:8]([C:11]([N:13]3[CH2:14][CH:15]([C:20]4[CH:25]=[CH:24][C:23]([Cl:26])=[C:22]([Cl:27])[CH:21]=4)[CH:16]([N:18]([CH3:19])[C:37](=[O:39])[CH2:36][C:31]4[CH:32]=[CH:33][C:34]([F:35])=[C:29]([F:28])[CH:30]=4)[CH2:17]3)=[O:12])[CH2:9][CH2:10]2)[CH2:3][CH2:2]1. (4) Given the reactants [NH2:1][C:2]1[CH:3]=[C:4]([CH:8]=[CH:9][C:10]=1[I:11])[C:5]([OH:7])=[O:6].O=S(Cl)Cl.[CH3:16]O, predict the reaction product. The product is: [NH2:1][C:2]1[CH:3]=[C:4]([CH:8]=[CH:9][C:10]=1[I:11])[C:5]([O:7][CH3:16])=[O:6]. (5) Given the reactants [F:1][C:2]1[CH:10]=[C:9]2[C:5]([C:6]([C:20]3[CH:21]=[C:22]([NH2:27])[C:23]([NH2:26])=[CH:24][CH:25]=3)=[CH:7][N:8]2[S:11]([C:14]2[CH:19]=[CH:18][CH:17]=[CH:16][CH:15]=2)(=[O:13])=[O:12])=[CH:4][CH:3]=1.FC1C=C2C(C(I)=[CH:34][N:35]2S(C2C=CC=CC=2)(=O)=O)=CC=1.CC1(C)C(C)(C)OB(C2C=CC3N=C(N)NC=3C=2)O1, predict the reaction product. The product is: [F:1][C:2]1[CH:10]=[C:9]2[C:5]([C:6]([C:20]3[CH:25]=[CH:24][C:23]4[N:26]=[C:34]([NH2:35])[NH:27][C:22]=4[CH:21]=3)=[CH:7][N:8]2[S:11]([C:14]2[CH:15]=[CH:16][CH:17]=[CH:18][CH:19]=2)(=[O:13])=[O:12])=[CH:4][CH:3]=1. (6) The product is: [Cl:1][C:2]1[C:10]([O:11][CH2:30][CH2:29][CH2:28][OH:35])=[C:9]2[C:5]([C:6]3[CH:15]=[C:14]([CH3:16])[CH:13]=[N:12][C:7]=3[NH:8]2)=[C:4]([C:17]2[CH:22]=[CH:21][CH:20]=[C:19]([S:23]([CH2:26][CH3:27])(=[O:24])=[O:25])[CH:18]=2)[CH:3]=1. Given the reactants [Cl:1][C:2]1[C:10]([OH:11])=[C:9]2[C:5]([C:6]3[CH:15]=[C:14]([CH3:16])[CH:13]=[N:12][C:7]=3[NH:8]2)=[C:4]([C:17]2[CH:22]=[CH:21][CH:20]=[C:19]([S:23]([CH2:26][CH3:27])(=[O:25])=[O:24])[CH:18]=2)[CH:3]=1.[CH2:28]([O:35]CCCO)[C:29]1C=CC=C[CH:30]=1, predict the reaction product. (7) Given the reactants [C:1]([Si:5](Cl)([CH3:7])[CH3:6])([CH3:4])([CH3:3])[CH3:2].[NH2:9][CH2:10][CH:11]([OH:13])[CH3:12].C(N(CC)CC)C.O, predict the reaction product. The product is: [C:1]([Si:5]([CH3:7])([CH3:6])[O:13][CH:11]([CH3:12])[CH2:10][NH2:9])([CH3:4])([CH3:3])[CH3:2]. (8) Given the reactants [C:1]([C@H:5]1[CH2:10][CH2:9][C@H:8]([O:11][C:12]2[C:13]([C:38]([F:41])([F:40])[F:39])=[C:14]3[C:19](=[CH:20][CH:21]=2)[CH2:18][C@@H:17]([C@:22]([NH:30]C(=O)OC(C)(C)C)([CH3:29])[CH2:23][O:24][P:25]([OH:28])([OH:27])=[O:26])[CH2:16][CH2:15]3)[CH2:7][CH2:6]1)([CH3:4])([CH3:3])[CH3:2].FC(F)(F)C(O)=O.C(Cl)Cl, predict the reaction product. The product is: [P:25]([OH:27])([OH:28])([O:24][CH2:23][C@:22]([NH2:30])([C@H:17]1[CH2:16][CH2:15][C:14]2[C:19](=[CH:20][CH:21]=[C:12]([O:11][C@H:8]3[CH2:9][CH2:10][C@H:5]([C:1]([CH3:2])([CH3:3])[CH3:4])[CH2:6][CH2:7]3)[C:13]=2[C:38]([F:39])([F:41])[F:40])[CH2:18]1)[CH3:29])=[O:26].